From a dataset of Catalyst prediction with 721,799 reactions and 888 catalyst types from USPTO. Predict which catalyst facilitates the given reaction. (1) Reactant: [C:1]([C:5]1[CH:6]=[CH:7][C:8]([CH3:20])=[C:9]([CH:19]=1)[O:10][C:11]1[S:12][CH:13]=[C:14]([C:16]([OH:18])=O)[N:15]=1)([CH3:4])([CH3:3])[CH3:2].[NH2:21][C:22]1[C:23]([O:37][CH3:38])=[N:24][C:25]([NH:30][CH2:31][CH2:32][S:33]([NH2:36])(=[O:35])=[O:34])=[N:26][C:27]=1[O:28][CH3:29].C(N(CC)CC)C.[CH3:46][N:47]([C:49](ON1N=NC2C=CC=CC1=2)=[N+:50]([CH3:52])[CH3:51])[CH3:48].F[P-](F)(F)(F)(F)F.C(=O)(O)[O-].[Na+]. Product: [CH3:46][N:47]([C:49]([N:50]([CH3:52])[CH3:51])=[N:36][S:33]([CH2:32][CH2:31][NH:30][C:25]1[N:24]=[C:23]([O:37][CH3:38])[C:22]([NH:21][C:16]([C:14]2[N:15]=[C:11]([O:10][C:9]3[CH:19]=[C:5]([C:1]([CH3:2])([CH3:3])[CH3:4])[CH:6]=[CH:7][C:8]=3[CH3:20])[S:12][CH:13]=2)=[O:18])=[C:27]([O:28][CH3:29])[N:26]=1)(=[O:34])=[O:35])[CH3:48]. The catalyst class is: 4. (2) Reactant: [Cl:1][C:2]1[CH:3]=[C:4]([CH:6]=[CH:7][C:8]=1[Cl:9])[NH2:5].Cl[C:11]1[N:16]=[C:15]([S:17][C:18]#[N:19])[C:14]([N+:20]([O-:22])=[O:21])=[CH:13][N:12]=1. Product: [Cl:1][C:2]1[CH:3]=[C:4]([NH:5][C:11]2[N:16]=[C:15]([S:17][C:18]#[N:19])[C:14]([N+:20]([O-:22])=[O:21])=[CH:13][N:12]=2)[CH:6]=[CH:7][C:8]=1[Cl:9]. The catalyst class is: 548. (3) Reactant: Cl[C:2]1[C:7]([N+:8]([O-:10])=[O:9])=[C:6]([Cl:11])[N:5]=[CH:4][N:3]=1.Cl.[CH3:13][NH:14][CH2:15][C:16]([CH3:19])([CH3:18])[CH3:17].CCN(C(C)C)C(C)C. Product: [Cl:11][C:6]1[N:5]=[CH:4][N:3]=[C:2]([N:14]([CH2:15][C:16]([CH3:19])([CH3:18])[CH3:17])[CH3:13])[C:7]=1[N+:8]([O-:10])=[O:9]. The catalyst class is: 21. (4) Reactant: [F:1][C:2]1[CH:3]=[C:4](B(O)O)[CH:5]=[C:6]([F:8])[CH:7]=1.Br[C:13]1[CH:14]=[C:15]([CH:17]=[CH:18][CH:19]=1)[NH2:16].C([O-])([O-])=O.[Na+].[Na+]. Product: [F:1][C:2]1[CH:3]=[C:4]([C:13]2[CH:19]=[CH:18][CH:17]=[C:15]([NH2:16])[CH:14]=2)[CH:5]=[C:6]([F:8])[CH:7]=1. The catalyst class is: 104. (5) Reactant: [CH:1]([N:4]1[CH2:9][CH2:8][N:7]([C:10]([C:12]2[CH:13]=[C:14]3[C:18](=[CH:19][CH:20]=2)[NH:17][C:16]([C:21](O)=[O:22])=[CH:15]3)=[O:11])[CH2:6][CH2:5]1)([CH3:3])[CH3:2].Cl.F[B-](F)(F)F.N1(OC(N(C)C)=[N+](C)C)C2C=CC=CC=2N=N1.[F:47][C:48]1([F:54])[CH2:53][CH2:52][NH:51][CH2:50][CH2:49]1.C(N(CC)C(C)C)(C)C. Product: [F:47][C:48]1([F:54])[CH2:53][CH2:52][N:51]([C:21]([C:16]2[NH:17][C:18]3[C:14]([CH:15]=2)=[CH:13][C:12]([C:10]([N:7]2[CH2:8][CH2:9][N:4]([CH:1]([CH3:3])[CH3:2])[CH2:5][CH2:6]2)=[O:11])=[CH:20][CH:19]=3)=[O:22])[CH2:50][CH2:49]1. The catalyst class is: 9. (6) Reactant: [CH2:1]([N:3]1[CH:7]=[C:6]([C:8]2[CH:9]=[C:10]([CH:12]=[CH:13][CH:14]=2)[NH2:11])[C:5]([C:15]2[CH:20]=[CH:19][N:18]=[CH:17][CH:16]=2)=[N:4]1)[CH3:2].[F:21][C:22]1[CH:27]=[CH:26][C:25]([N:28]=[C:29]=[O:30])=[CH:24][C:23]=1[C:31]([F:34])([F:33])[F:32]. Product: [CH2:1]([N:3]1[CH:7]=[C:6]([C:8]2[CH:9]=[C:10]([NH:11][C:29]([NH:28][C:25]3[CH:26]=[CH:27][C:22]([F:21])=[C:23]([C:31]([F:33])([F:32])[F:34])[CH:24]=3)=[O:30])[CH:12]=[CH:13][CH:14]=2)[C:5]([C:15]2[CH:16]=[CH:17][N:18]=[CH:19][CH:20]=2)=[N:4]1)[CH3:2]. The catalyst class is: 2. (7) Reactant: [Cl:1][C:2]1[C:3]([CH3:22])=[C:4]([N:8]2[C:12](=[O:13])[CH2:11][N:10]([C:14](=[O:21])[CH2:15][NH:16][CH2:17][CH2:18][O:19][CH3:20])[CH2:9]2)[CH:5]=[CH:6][CH:7]=1.[Cl:23][C:24]1[CH:25]=[C:26]([CH:30]=[CH:31][C:32]=1[CH3:33])[C:27](O)=[O:28].F[P-](F)(F)(F)(F)F.N1(O[P+](N(C)C)(N(C)C)N(C)C)C2C=CC=CC=2N=N1. Product: [Cl:23][C:24]1[CH:25]=[C:26]([CH:30]=[CH:31][C:32]=1[CH3:33])[C:27]([N:16]([CH2:15][C:14]([N:10]1[CH2:11][C:12](=[O:13])[N:8]([C:4]2[CH:5]=[CH:6][CH:7]=[C:2]([Cl:1])[C:3]=2[CH3:22])[CH2:9]1)=[O:21])[CH2:17][CH2:18][O:19][CH3:20])=[O:28]. The catalyst class is: 37. (8) Reactant: Br[C:2]1[CH:3]=[C:4]([N+:13]([O-])=O)[C:5]([OH:12])=[C:6]([S:8]([NH2:11])(=[O:10])=[O:9])[CH:7]=1. Product: [NH2:13][C:4]1[C:5]([OH:12])=[C:6]([S:8]([NH2:11])(=[O:9])=[O:10])[CH:7]=[CH:2][CH:3]=1. The catalyst class is: 19.